The task is: Predict which catalyst facilitates the given reaction.. This data is from Catalyst prediction with 721,799 reactions and 888 catalyst types from USPTO. Reactant: [CH3:1][O:2][CH2:3][C:4]1[CH:9]=[C:8]([C:10]2[O:14][N:13]=[C:12]([C:15]3[CH:16]=[C:17]([CH2:21][C:22](O)=[O:23])[CH:18]=[CH:19][CH:20]=3)[N:11]=2)[CH:7]=[CH:6][C:5]=1[C:25]1[CH:30]=[CH:29][CH:28]=[CH:27][C:26]=1[CH3:31].CCN(C(C)C)C(C)C.CN(C(ON1N=NC2C=CC=NC1=2)=[N+](C)C)C.F[P-](F)(F)(F)(F)F.Cl.[CH2:66]([O:68][C:69](=[O:73])[CH2:70][CH2:71][NH2:72])[CH3:67]. Product: [CH3:1][O:2][CH2:3][C:4]1[CH:9]=[C:8]([C:10]2[O:14][N:13]=[C:12]([C:15]3[CH:16]=[C:17]([CH2:21][C:22]([NH:72][CH2:71][CH2:70][C:69]([O:68][CH2:66][CH3:67])=[O:73])=[O:23])[CH:18]=[CH:19][CH:20]=3)[N:11]=2)[CH:7]=[CH:6][C:5]=1[C:25]1[CH:30]=[CH:29][CH:28]=[CH:27][C:26]=1[CH3:31]. The catalyst class is: 31.